This data is from Catalyst prediction with 721,799 reactions and 888 catalyst types from USPTO. The task is: Predict which catalyst facilitates the given reaction. (1) Reactant: [N+:1]([C:4]1[CH:12]=[CH:11][C:7]([C:8]([OH:10])=O)=[CH:6][C:5]=1[C:13]([F:16])([F:15])[F:14])([O-:3])=[O:2].[NH:17]1[CH2:22][CH2:21][O:20][CH2:19][CH2:18]1.Cl.C(N=C=NCCCN(C)C)C. Product: [O:20]1[CH2:21][CH2:22][N:17]([C:8]([C:7]2[CH:11]=[CH:12][C:4]([N+:1]([O-:3])=[O:2])=[C:5]([C:13]([F:16])([F:15])[F:14])[CH:6]=2)=[O:10])[CH2:18][CH2:19]1. The catalyst class is: 154. (2) Reactant: [CH3:1][S:2]([O:5][C:6]1[CH:11]=[CH:10][CH:9]=[C:8]([Cl:12])[C:7]=1[CH:13]1[O:17][N:16]=[C:15]([C:18](=O)[CH2:19]Br)[CH2:14]1)(=[O:4])=[O:3].[C:22]([C:25]1([C:43]([O:45][CH3:46])=[O:44])[CH2:30][CH2:29][N:28]([C:31](=[O:42])[NH:32][C:33]2[N:37]([CH3:38])[N:36]=[C:35]([CH:39]([F:41])[F:40])[CH:34]=2)[CH2:27][CH2:26]1)(=[S:24])[NH2:23].O. Product: [Cl:12][C:8]1[CH:9]=[CH:10][CH:11]=[C:6]([O:5][S:2]([CH3:1])(=[O:4])=[O:3])[C:7]=1[CH:13]1[O:17][N:16]=[C:15]([C:18]2[N:23]=[C:22]([C:25]3([C:43]([O:45][CH3:46])=[O:44])[CH2:26][CH2:27][N:28]([C:31](=[O:42])[NH:32][C:33]4[N:37]([CH3:38])[N:36]=[C:35]([CH:39]([F:41])[F:40])[CH:34]=4)[CH2:29][CH2:30]3)[S:24][CH:19]=2)[CH2:14]1. The catalyst class is: 7. (3) Reactant: C([O:3][C:4](=[O:42])[CH2:5][O:6][C:7]1[CH:12]=[CH:11][C:10]([S:13][CH:14]([C:16]2[S:20][C:19]([C:21]3[CH:26]=[CH:25][C:24]([C:27]([F:30])([F:29])[F:28])=[CH:23][CH:22]=3)=[N:18][C:17]=2[CH2:31][CH2:32][C:33]2[C:38]([F:39])=[CH:37][CH:36]=[CH:35][C:34]=2[Cl:40])[CH3:15])=[CH:9][C:8]=1[CH3:41])C.[Li+].[OH-].Cl. Product: [Cl:40][C:34]1[CH:35]=[CH:36][CH:37]=[C:38]([F:39])[C:33]=1[CH2:32][CH2:31][C:17]1[N:18]=[C:19]([C:21]2[CH:22]=[CH:23][C:24]([C:27]([F:29])([F:30])[F:28])=[CH:25][CH:26]=2)[S:20][C:16]=1[CH:14]([S:13][C:10]1[CH:11]=[CH:12][C:7]([O:6][CH2:5][C:4]([OH:42])=[O:3])=[C:8]([CH3:41])[CH:9]=1)[CH3:15]. The catalyst class is: 1. (4) Reactant: [H-].[Na+].[I:3][C:4]1[C:12]2[C:7](=[N:8][CH:9]=[N:10][C:11]=2[NH2:13])[NH:6][N:5]=1.F[C:15]1[CH:22]=[CH:21][C:18]([CH:19]=[O:20])=[CH:17][CH:16]=1. Product: [NH2:13][C:11]1[N:10]=[CH:9][N:8]=[C:7]2[N:6]([C:15]3[CH:22]=[CH:21][C:18]([CH:19]=[O:20])=[CH:17][CH:16]=3)[N:5]=[C:4]([I:3])[C:12]=12. The catalyst class is: 3. (5) Reactant: Cl[C:2]1[C:11]2[C:6](=[CH:7][CH:8]=[C:9]([F:12])[CH:10]=2)[N:5]=[CH:4][C:3]=1[N+:13]([O-:15])=[O:14].[F:16][C:17]1[CH:23]=[CH:22][CH:21]=[CH:20][C:18]=1[NH2:19].O. Product: [F:12][C:9]1[CH:10]=[C:11]2[C:6](=[CH:7][CH:8]=1)[N:5]=[CH:4][C:3]([N+:13]([O-:15])=[O:14])=[C:2]2[NH:19][C:18]1[CH:20]=[CH:21][CH:22]=[CH:23][C:17]=1[F:16]. The catalyst class is: 15. (6) Reactant: [Br:1][C:2]1[CH:7]=[CH:6][C:5]([CH:8]2[CH2:13][CH:12]([S:14]([C:17]3[CH:22]=[CH:21][CH:20]=[C:19]([O:23][CH:24]([CH3:26])[CH3:25])[CH:18]=3)(=[O:16])=[O:15])[CH2:11][CH2:10][O:9]2)=[C:4]([F:27])[CH:3]=1.[CH3:28]C([O-])(C)C.[K+].CI. Product: [Br:1][C:2]1[CH:7]=[CH:6][C:5]([CH:8]2[CH2:13][C:12]([S:14]([C:17]3[CH:22]=[CH:21][CH:20]=[C:19]([O:23][CH:24]([CH3:25])[CH3:26])[CH:18]=3)(=[O:16])=[O:15])([CH3:28])[CH2:11][CH2:10][O:9]2)=[C:4]([F:27])[CH:3]=1. The catalyst class is: 1. (7) Reactant: [F:1][C:2]1[CH:3]=[C:4]([CH:22]=[C:23]([F:25])[CH:24]=1)[CH2:5][C@H:6]1[C@@H:10]([C@H:11]2[CH2:20][C:19]3[C:14](=[CH:15][CH:16]=[CH:17][CH:18]=3)[CH2:13][NH:12]2)[O:9][C:8](=[O:21])[NH:7]1.[CH3:26][O:27][C:28]1[CH:35]=[CH:34][C:31]([CH:32]=O)=[CH:30][CH:29]=1.[BH-](OC(C)=O)(OC(C)=O)OC(C)=O.[Na+].C(OCC)(=O)C. Product: [F:1][C:2]1[CH:3]=[C:4]([CH:22]=[C:23]([F:25])[CH:24]=1)[CH2:5][C@H:6]1[C@@H:10]([C@H:11]2[CH2:20][C:19]3[C:14](=[CH:15][CH:16]=[CH:17][CH:18]=3)[CH2:13][N:12]2[CH2:32][C:31]2[CH:34]=[CH:35][C:28]([O:27][CH3:26])=[CH:29][CH:30]=2)[O:9][C:8](=[O:21])[NH:7]1. The catalyst class is: 559.